This data is from Reaction yield outcomes from USPTO patents with 853,638 reactions. The task is: Predict the reaction yield, written as a fraction of the theoretical maximum amount of product (1.0 means a 100% yield; for example, 0.34 means a 34% yield). (1) The reactants are [C:1]1(C2(C(O)=O)C=CON2)[CH:6]=[CH:5][CH:4]=[CH:3][CH:2]=1.[NH2:15][CH2:16][CH2:17][CH2:18][NH:19][C:20](=[O:26])[O:21][C:22]([CH3:25])([CH3:24])[CH3:23].CCO[C:30]([C:32]([C:45]#N)=[N:33][O:34][C:35](N1CCOCC1)=[N+](C)C)=[O:31].F[P-](F)(F)(F)(F)F.CCN(C(C)C)C(C)C. The catalyst is CN(C=O)C. The product is [C:1]1([C:35]2[O:34][N:33]=[C:32]([C:30]([NH:15][CH2:16][CH2:17][CH2:18][NH:19][C:20](=[O:26])[O:21][C:22]([CH3:23])([CH3:25])[CH3:24])=[O:31])[CH:45]=2)[CH:6]=[CH:5][CH:4]=[CH:3][CH:2]=1. The yield is 0.850. (2) The reactants are [N:1]1([C:7]2[N:12]=[C:11]([N:13]3[CH:18]4[CH2:19][CH2:20][CH:14]3[CH2:15][O:16][CH2:17]4)[N:10]=[C:9]([C:21]3[CH:27]=[CH:26][C:24]([NH2:25])=[CH:23][CH:22]=3)[N:8]=2)[CH2:6][CH2:5][O:4][CH2:3][CH2:2]1.ClC(Cl)(O[C:32](=[O:38])OC(Cl)(Cl)Cl)Cl.[CH3:40][N:41]1[CH2:46][CH2:45][N:44]([C:47]2[CH:53]=[CH:52][C:50]([NH2:51])=[CH:49][CH:48]=2)[CH2:43][CH2:42]1. No catalyst specified. The product is [CH3:40][N:41]1[CH2:42][CH2:43][N:44]([C:47]2[CH:53]=[CH:52][C:50]([NH:51][C:32]([NH:25][C:24]3[CH:26]=[CH:27][C:21]([C:9]4[N:8]=[C:7]([N:1]5[CH2:2][CH2:3][O:4][CH2:5][CH2:6]5)[N:12]=[C:11]([N:13]5[CH:14]6[CH2:20][CH2:19][CH:18]5[CH2:17][O:16][CH2:15]6)[N:10]=4)=[CH:22][CH:23]=3)=[O:38])=[CH:49][CH:48]=2)[CH2:45][CH2:46]1. The yield is 0.0700. (3) The reactants are Br[C:2]1[CH:3]=[C:4]([C:14]([NH:16][CH2:17][C:18]2[C:19](=[O:27])[NH:20][C:21]([CH3:26])=[CH:22][C:23]=2[CH2:24][CH3:25])=[O:15])[C:5]2[CH:10]=[N:9][N:8]([CH:11]([CH3:13])[CH3:12])[C:6]=2[N:7]=1.[CH3:28][C:29]1([CH3:46])[CH2:34][C:33](B2OC(C)(C)C(C)(C)O2)=[CH:32][C:31]([CH3:45])([CH3:44])[NH:30]1.O1CCOCC1.O.C([O-])([O-])=O.[Na+].[Na+]. The catalyst is O.C1C=CC([P]([Pd]([P](C2C=CC=CC=2)(C2C=CC=CC=2)C2C=CC=CC=2)([P](C2C=CC=CC=2)(C2C=CC=CC=2)C2C=CC=CC=2)[P](C2C=CC=CC=2)(C2C=CC=CC=2)C2C=CC=CC=2)(C2C=CC=CC=2)C2C=CC=CC=2)=CC=1. The product is [CH2:24]([C:23]1[CH:22]=[C:21]([CH3:26])[NH:20][C:19](=[O:27])[C:18]=1[CH2:17][NH:16][C:14]([C:4]1[C:5]2[CH:10]=[N:9][N:8]([CH:11]([CH3:13])[CH3:12])[C:6]=2[N:7]=[C:2]([C:33]2[CH2:32][C:31]([CH3:45])([CH3:44])[NH:30][C:29]([CH3:46])([CH3:28])[CH:34]=2)[CH:3]=1)=[O:15])[CH3:25]. The yield is 0.380. (4) The reactants are [Br:1][C:2]1[CH:10]=[C:9]([C:11]([F:14])([F:13])[F:12])[CH:8]=[CH:7][C:3]=1[C:4]([OH:6])=[O:5].[C:15](=O)([O-])[O-].[K+].[K+].CI.O. The catalyst is CN(C)C=O. The product is [CH3:15][O:5][C:4](=[O:6])[C:3]1[CH:7]=[CH:8][C:9]([C:11]([F:12])([F:13])[F:14])=[CH:10][C:2]=1[Br:1]. The yield is 0.830. (5) The reactants are [OH:1][C:2]([C:5]1[N:10]=[CH:9][C:8]([C:11]2[CH:16]=[CH:15][N:14]=[C:13]([C:17]([O:19]C(C)C)=[O:18])[CH:12]=2)=[CH:7][CH:6]=1)([CH3:4])[CH3:3].[ClH:23]. No catalyst specified. The product is [ClH:23].[OH:1][C:2]([C:5]1[N:10]=[CH:9][C:8]([C:11]2[CH:16]=[CH:15][N:14]=[C:13]([C:17]([OH:19])=[O:18])[CH:12]=2)=[CH:7][CH:6]=1)([CH3:4])[CH3:3]. The yield is 0.870. (6) The reactants are Cl[C:2]1[CH:8]=[CH:7][C:6]([CH3:9])=[CH:5][C:3]=1[NH2:4].C([O-])([O-])=O.[K+].[K+].[C:16](=[S:18])=[S:17].Cl. The catalyst is CN(C=O)C.O. The product is [CH3:9][C:6]1[CH:7]=[CH:8][C:2]2[S:17][C:16]([SH:18])=[N:4][C:3]=2[CH:5]=1. The yield is 0.270. (7) The reactants are [CH2:1]1[C@H:6]2[CH2:7][C:8](=[O:10])[CH2:9][C@H:5]2[CH2:4][C:3](=[O:11])[NH:2]1.[CH:12](O)([OH:14])[CH3:13].C(=O)(O)[O-].[Na+]. The catalyst is C1(C)C=CC=CC=1.C1(C)C=CC(S(O)(=O)=O)=CC=1. The product is [CH2:1]1[C@H:6]2[CH2:7][C:8]3([O:14][CH2:12][CH2:13][O:10]3)[CH2:9][C@H:5]2[CH2:4][C:3](=[O:11])[NH:2]1. The yield is 0.700. (8) The yield is 0.470. The product is [CH3:1][O:2][C:3]1[CH:8]=[CH:7][C:6]2[C:10](=[O:14])[C:11](=[O:12])[S:9][C:5]=2[CH:4]=1. The catalyst is CCOCC. The reactants are [CH3:1][O:2][C:3]1[CH:4]=[C:5]([SH:9])[CH:6]=[CH:7][CH:8]=1.[C:10](Cl)(=[O:14])[C:11](Cl)=[O:12].[Cl-].[Al+3].[Cl-].[Cl-]. (9) The reactants are [CH3:1][C:2]1[NH:3][C:4]([C:12]2[CH:13]=[C:14]([CH:19]=[CH:20][C:21]=2[O:22][C:23]2[CH:28]=[CH:27][CH:26]=[CH:25][CH:24]=2)[C:15]([O:17]C)=[O:16])=[C:5]2[C:10]=1[C:9](=[O:11])[CH2:8][CH2:7][CH2:6]2.[OH-].[Na+]. The catalyst is O1CCCC1.O. The product is [CH3:1][C:2]1[NH:3][C:4]([C:12]2[CH:13]=[C:14]([CH:19]=[CH:20][C:21]=2[O:22][C:23]2[CH:28]=[CH:27][CH:26]=[CH:25][CH:24]=2)[C:15]([OH:17])=[O:16])=[C:5]2[C:10]=1[C:9](=[O:11])[CH2:8][CH2:7][CH2:6]2. The yield is 0.980. (10) The reactants are [F:1][C:2]1[C:3]([CH2:8]O)=[N:4][CH:5]=[CH:6][CH:7]=1.S(Cl)([Cl:12])=O.C(=O)(O)[O-].[Na+]. The catalyst is ClCCl.[Cl-].[Na+].O. The product is [Cl:12][CH2:8][C:3]1[C:2]([F:1])=[CH:7][CH:6]=[CH:5][N:4]=1. The yield is 0.800.